Dataset: Full USPTO retrosynthesis dataset with 1.9M reactions from patents (1976-2016). Task: Predict the reactants needed to synthesize the given product. (1) Given the product [Br:17][C:18]1[C:19]([CH3:28])=[CH:20][C:21]([S:24]([C:31]([F:34])([F:33])[F:32])(=[O:26])=[O:25])=[CH:22][CH:23]=1, predict the reactants needed to synthesize it. The reactants are: CN([S+](N(C)C)N(C)C)C.C[Si-](F)(F)(C)C.[Br:17][C:18]1[CH:23]=[CH:22][C:21]([S:24](F)(=[O:26])=[O:25])=[CH:20][C:19]=1[CH3:28].C[Si](C)(C)[C:31]([F:34])([F:33])[F:32]. (2) Given the product [O:25]1[CH2:26][CH:27]=[C:28]([C:2]2[CH:3]=[C:4]([CH:22]=[CH:23][CH:24]=2)[CH2:5][N:6]2[C:10]3=[N:11][C:12]([NH:15][C:16]4[CH:17]=[N:18][N:19]([CH3:21])[CH:20]=4)=[N:13][CH:14]=[C:9]3[CH:8]=[N:7]2)[CH2:29][CH2:30]1, predict the reactants needed to synthesize it. The reactants are: I[C:2]1[CH:3]=[C:4]([CH:22]=[CH:23][CH:24]=1)[CH2:5][N:6]1[C:10]2=[N:11][C:12]([NH:15][C:16]3[CH:17]=[N:18][N:19]([CH3:21])[CH:20]=3)=[N:13][CH:14]=[C:9]2[CH:8]=[N:7]1.[O:25]1[CH2:30][CH:29]=[C:28](B2OC(C)(C)C(C)(C)O2)[CH2:27][CH2:26]1.C(=O)([O-])[O-].[Na+].[Na+]. (3) The reactants are: [Cl:1][C:2]1[CH:10]=[C:9]2[C:5]([C:6]([C:11]([N:13]3[CH2:18][CH2:17][C:16]4([C:22]5[CH:23]=[CH:24][C:25]([F:27])=[CH:26][C:21]=5[C:20](=[O:28])[O:19]4)[CH2:15][CH2:14]3)=[O:12])=[CH:7][NH:8]2)=[CH:4][CH:3]=1.[CH3:29][C:30]1[CH:34]=[C:33]([CH2:35]OS(C)(=O)=O)[O:32][N:31]=1. Given the product [Cl:1][C:2]1[CH:10]=[C:9]2[C:5]([C:6]([C:11]([N:13]3[CH2:18][CH2:17][C:16]4([C:22]5[CH:23]=[CH:24][C:25]([F:27])=[CH:26][C:21]=5[C:20](=[O:28])[O:19]4)[CH2:15][CH2:14]3)=[O:12])=[CH:7][N:8]2[CH2:35][C:33]2[O:32][N:31]=[C:30]([CH3:29])[CH:34]=2)=[CH:4][CH:3]=1, predict the reactants needed to synthesize it. (4) Given the product [NH2:1][CH2:4][C@@H:5]1[C@H:9]2[O:10][C:11]([CH3:13])([CH3:14])[O:12][C@H:8]2[C@H:7]([N:15]2[CH:23]=[N:22][C:21]3[C:16]2=[N:17][CH:18]=[N:19][C:20]=3[NH:24][CH2:25][C:26]2[CH:31]=[CH:30][C:29]([O:32][CH3:33])=[CH:28][C:27]=2[O:34][CH3:35])[CH2:6]1, predict the reactants needed to synthesize it. The reactants are: [N:1]([CH2:4][C@@H:5]1[C@H:9]2[O:10][C:11]([CH3:14])([CH3:13])[O:12][C@H:8]2[C@H:7]([N:15]2[CH:23]=[N:22][C:21]3[C:16]2=[N:17][CH:18]=[N:19][C:20]=3[NH:24][CH2:25][C:26]2[CH:31]=[CH:30][C:29]([O:32][CH3:33])=[CH:28][C:27]=2[O:34][CH3:35])[CH2:6]1)=[N+]=[N-].CP(C)C.O. (5) Given the product [Cl:1][C:2]1[CH:3]=[C:4]([C:9]2[N:14]=[C:13]([CH3:15])[N:12]=[C:11]([NH2:16])[N:10]=2)[C:5]([NH:42][C:38]2[CH:39]=[N:40][CH:41]=[C:36]([F:35])[CH:37]=2)=[N:6][CH:7]=1, predict the reactants needed to synthesize it. The reactants are: [Cl:1][C:2]1[CH:3]=[C:4]([C:9]2[N:14]=[C:13]([CH3:15])[N:12]=[C:11]([N:16](CC3C=CC(OC)=CC=3)CC3C=CC(OC)=CC=3)[N:10]=2)[C:5](F)=[N:6][CH:7]=1.[F:35][C:36]1[CH:37]=[C:38]([NH2:42])[CH:39]=[N:40][CH:41]=1. (6) The reactants are: [N+:1]([C:4]1[CH:5]=[C:6]([OH:10])[CH:7]=[CH:8][CH:9]=1)([O-:3])=[O:2].Cl.Cl[CH2:13][C:14]1[CH:19]=[CH:18][N:17]=[CH:16][CH:15]=1. Given the product [N+:1]([C:4]1[CH:5]=[C:6]([CH:7]=[CH:8][CH:9]=1)[O:10][CH2:13][C:14]1[CH:19]=[CH:18][N:17]=[CH:16][CH:15]=1)([O-:3])=[O:2], predict the reactants needed to synthesize it. (7) The reactants are: [NH2:1][CH2:2][CH2:3][CH2:4][C@H:5]([NH:9][C:10]([C:12]1[S:13][C:14]([CH:17]([C:24]2[CH:29]=[CH:28][CH:27]=[CH:26][CH:25]=2)[C:18]2[CH:23]=[CH:22][CH:21]=[CH:20][CH:19]=2)=[CH:15][CH:16]=1)=[O:11])[C:6]([OH:8])=[O:7].[C:30]([OH:36])([C:32]([F:35])([F:34])[F:33])=[O:31].Cl.[C:38](=[NH:43])(OCC)[CH3:39].CCN(CC)CC. Given the product [C:24]1([CH:17]([C:18]2[CH:19]=[CH:20][CH:21]=[CH:22][CH:23]=2)[C:14]2[S:13][C:12]([C:10]([NH:9][C@@H:5]([CH2:4][CH2:3][CH2:2][NH:1][C:38](=[NH:43])[CH3:39])[C:6]([OH:8])=[O:7])=[O:11])=[CH:16][CH:15]=2)[CH:29]=[CH:28][CH:27]=[CH:26][CH:25]=1.[C:30]([OH:36])([C:32]([F:35])([F:34])[F:33])=[O:31], predict the reactants needed to synthesize it.